From a dataset of Forward reaction prediction with 1.9M reactions from USPTO patents (1976-2016). Predict the product of the given reaction. (1) Given the reactants [Cl:1][C:2]1[N:6]2[CH:7]=[C:8]([N:15]3[CH:19]=[CH:18][N:17]=[CH:16]3)[CH:9]=[C:10]([C:11]([F:14])([F:13])[F:12])[C:5]2=[N:4][C:3]=1[C:20](OC)=[O:21].[OH-].[Na+].C(N(C(C)C)C(C)C)C.Cl.[NH:36]1[CH2:41][CH2:40][CH:39]([N:42]2[CH2:46][CH2:45][O:44][C:43]2=[O:47])[CH2:38][CH2:37]1.F[P-](F)(F)(F)(F)F.CN(C(ON1C2=NC=CC=C2N=N1)=[N+](C)C)C, predict the reaction product. The product is: [Cl:1][C:2]1[N:6]2[CH:7]=[C:8]([N:15]3[CH:19]=[CH:18][N:17]=[CH:16]3)[CH:9]=[C:10]([C:11]([F:13])([F:14])[F:12])[C:5]2=[N:4][C:3]=1[C:20]([N:36]1[CH2:37][CH2:38][CH:39]([N:42]2[CH2:46][CH2:45][O:44][C:43]2=[O:47])[CH2:40][CH2:41]1)=[O:21]. (2) Given the reactants [Br:1][C:2]1[CH:7]=[CH:6][C:5]([C:8]2(O)[C:25]3[C:16](=[CH:17][C:18]4[C:23]([CH:24]=3)=[CH:22][CH:21]=[CH:20][CH:19]=4)[C:15]([C:27]3[CH:32]=[CH:31][C:30]([Br:33])=[CH:29][CH:28]=3)(O)[C:14]3[CH:13]=[CH:12][CH:11]=[CH:10][C:9]2=3)=[CH:4][CH:3]=1.Cl.C1(C)C=CC=CC=1, predict the reaction product. The product is: [Br:1][C:2]1[CH:3]=[CH:4][C:5]([C:8]2[C:25]3[C:16](=[CH:17][C:18]4[C:23]([CH:24]=3)=[CH:22][CH:21]=[CH:20][CH:19]=4)[C:15]([C:27]3[CH:28]=[CH:29][C:30]([Br:33])=[CH:31][CH:32]=3)=[C:14]3[C:9]=2[CH:10]=[CH:11][CH:12]=[CH:13]3)=[CH:6][CH:7]=1. (3) Given the reactants [CH3:1][C:2]1[CH:7]=[C:6]([CH3:8])[CH:5]=[CH:4][C:3]=1[C:9]#[C:10][C:11]1[CH:12]=[N:13][C:14]2[C:19]([CH:20]=1)=[C:18]1[CH:21]=[CH:22][CH:23]=[CH:24][C:17]1=[N:16][C:15]=2[NH2:25].C(O)C.[H][H], predict the reaction product. The product is: [CH3:1][C:2]1[CH:7]=[C:6]([CH3:8])[CH:5]=[CH:4][C:3]=1[CH2:9][CH2:10][C:11]1[CH:12]=[N:13][C:14]2[C:19]([CH:20]=1)=[C:18]1[CH:21]=[CH:22][CH:23]=[CH:24][C:17]1=[N:16][C:15]=2[NH2:25]. (4) Given the reactants [CH3:1][O:2][C:3]([C:5]1[NH:6][CH:7]=[CH:8][CH:9]=1)=[O:4].[Br:10]Br, predict the reaction product. The product is: [CH3:1][O:2][C:3]([C:5]1[NH:6][C:7]([Br:10])=[CH:8][CH:9]=1)=[O:4]. (5) Given the reactants [CH2:1](Br)[C:2]1[CH:7]=[CH:6][CH:5]=[CH:4][CH:3]=1.[Cl:9][C:10]1[CH:15]=[CH:14][C:13]([N+:16]([O-:18])=[O:17])=[CH:12][C:11]=1[OH:19].C(=O)([O-])[O-].[K+].[K+], predict the reaction product. The product is: [CH2:1]([O:19][C:11]1[CH:12]=[C:13]([N+:16]([O-:18])=[O:17])[CH:14]=[CH:15][C:10]=1[Cl:9])[C:2]1[CH:7]=[CH:6][CH:5]=[CH:4][CH:3]=1.